This data is from Reaction yield outcomes from USPTO patents with 853,638 reactions. The task is: Predict the reaction yield, written as a fraction of the theoretical maximum amount of product (1.0 means a 100% yield; for example, 0.34 means a 34% yield). (1) The reactants are CS(O[CH2:6][CH2:7][CH:8]1[C:13](=[O:14])[N:12]([CH2:15][CH3:16])[C:11]2[CH:17]=[CH:18][C:19]([N+:21]([O-:23])=[O:22])=[CH:20][C:10]=2[O:9]1)(=O)=O.[H-].[Na+].O. The catalyst is CS(C)=O. The product is [CH2:15]([N:12]1[C:11]2[CH:17]=[CH:18][C:19]([N+:21]([O-:23])=[O:22])=[CH:20][C:10]=2[O:9][C:8]2([CH2:6][CH2:7]2)[C:13]1=[O:14])[CH3:16]. The yield is 0.420. (2) The reactants are [C:1]([CH2:3][C:4]1[CH:5]=[C:6]([CH:11]=[CH:12][CH:13]=1)[C:7]([O:9][CH3:10])=[O:8])#[N:2].[H-].[Na+].Br[CH2:17][CH2:18]Br. The catalyst is CS(C)=O. The product is [C:1]([C:3]1([C:4]2[CH:5]=[C:6]([CH:11]=[CH:12][CH:13]=2)[C:7]([O:9][CH3:10])=[O:8])[CH2:18][CH2:17]1)#[N:2]. The yield is 0.760. (3) The reactants are [N:1]1([S:7]([C:10]2[CH:15]=[CH:14][C:13](B(O)O)=[CH:12][CH:11]=2)(=[O:9])=[O:8])[CH2:6][CH2:5][CH2:4][CH2:3][CH2:2]1.[C:19](=O)([O-])[O-].[K+].[K+].Br[C:26]1[C:30]([CH3:31])=[CH:29][S:28][C:27]=1[C:32]([O:34][CH3:35])=[O:33]. The catalyst is C(O)C.C1(C)C=CC=CC=1.C1C=CC([P]([Pd]([P](C2C=CC=CC=2)(C2C=CC=CC=2)C2C=CC=CC=2)([P](C2C=CC=CC=2)(C2C=CC=CC=2)C2C=CC=CC=2)[P](C2C=CC=CC=2)(C2C=CC=CC=2)C2C=CC=CC=2)(C2C=CC=CC=2)C2C=CC=CC=2)=CC=1. The product is [CH3:31][C:30]1[C:26]([C:13]2[CH:14]=[CH:15][C:10]([S:7]([N:1]3[CH2:6][CH2:5][CH2:4][CH2:3][CH2:2]3)(=[O:9])=[O:8])=[CH:11][CH:12]=2)=[C:27]([C:32]([O:34][CH2:35][CH3:19])=[O:33])[S:28][CH:29]=1. The yield is 0.620.